Dataset: Catalyst prediction with 721,799 reactions and 888 catalyst types from USPTO. Task: Predict which catalyst facilitates the given reaction. (1) Reactant: [N+:1]([C:4]1[C:13]2[C:8](=[CH:9][CH:10]=[CH:11][CH:12]=2)[C:7]([OH:14])=[CH:6][CH:5]=1)([O-:3])=[O:2].C1(P(C2C=CC=CC=2)C2C=CC=CC=2)C=CC=CC=1.[NH2:34][C:35]1[CH:40]=[C:39]([CH2:41]O)[CH:38]=[CH:37][N:36]=1.N(C(OC(C)C)=O)=NC(OC(C)C)=O. Product: [NH2:34][C:35]1[CH:40]=[C:39]([CH2:41][O:14][C:7]2[C:8]3[C:13](=[CH:12][CH:11]=[CH:10][CH:9]=3)[C:4]([N+:1]([O-:3])=[O:2])=[CH:5][CH:6]=2)[CH:38]=[CH:37][N:36]=1. The catalyst class is: 1. (2) Product: [F:1][C:2]1[CH:13]=[CH:12][C:11]([CH:15]([OH:14])[CH3:16])=[N:6][C:7]=1[CH3:8]. Reactant: [F:1][C:2]1C=CC(C#N)=[N:6][C:7]=1[CH3:8].[CH2:11]1[CH2:15][O:14][CH2:13][CH2:12]1.[CH3:16][Mg+].[Br-].[BH4-].[Na+]. The catalyst class is: 28.